From a dataset of Full USPTO retrosynthesis dataset with 1.9M reactions from patents (1976-2016). Predict the reactants needed to synthesize the given product. Given the product [O:3]=[C:4]1[N:8]([CH2:20][O:19][CH2:18][CH2:17][Si:16]([CH3:23])([CH3:22])[CH3:15])[C:7]2[CH:9]=[CH:10][C:11]([CH:13]=[O:14])=[CH:12][C:6]=2[S:5]1, predict the reactants needed to synthesize it. The reactants are: [H-].[Na+].[O:3]=[C:4]1[NH:8][C:7]2[CH:9]=[CH:10][C:11]([CH:13]=[O:14])=[CH:12][C:6]=2[S:5]1.[CH3:15][Si:16]([CH3:23])([CH3:22])[CH2:17][CH2:18][O:19][CH2:20]Cl.